From a dataset of Ames mutagenicity test results for genotoxicity prediction. Regression/Classification. Given a drug SMILES string, predict its toxicity properties. Task type varies by dataset: regression for continuous values (e.g., LD50, hERG inhibition percentage) or binary classification for toxic/non-toxic outcomes (e.g., AMES mutagenicity, cardiotoxicity, hepatotoxicity). Dataset: ames. (1) The molecule is O=C(O)COc1ccc(N(CCCl)CCCl)cc1. The result is 1 (mutagenic). (2) The compound is COc1cc2c3c(cc(C)c2c2ccccc12)C(=O)CC3. The result is 1 (mutagenic). (3) The drug is CC1=CC2(OC3OC(CO)C(O)C(O)C3O)CC(C)C(=O)C2C(C)(O)C12CC2. The result is 1 (mutagenic). (4) The result is 0 (non-mutagenic). The compound is O=C1OC(c2ccc(O)cc2)(c2ccc(O)cc2)c2ccccc21. (5) The drug is Nc1ccc2c(ccc3ccccc32)c1. The result is 1 (mutagenic). (6) The compound is O=C1CC2SCC=CN12. The result is 0 (non-mutagenic). (7) The compound is C[C@@H]1O[C@@H]1C. The result is 1 (mutagenic). (8) The compound is CC1CC23CCC4C(C)(C(=O)O)CCCC4(C)C2CCC1(O)C3. The result is 0 (non-mutagenic). (9) The molecule is CCc1ccc2c3c(cccc13)-c1ccccc1-2. The result is 0 (non-mutagenic).